Dataset: Peptide-MHC class II binding affinity with 134,281 pairs from IEDB. Task: Regression. Given a peptide amino acid sequence and an MHC pseudo amino acid sequence, predict their binding affinity value. This is MHC class II binding data. (1) The peptide sequence is IARLPQVASYVYRRI. The MHC is HLA-DPA10201-DPB10101 with pseudo-sequence HLA-DPA10201-DPB10101. The binding affinity (normalized) is 0.512. (2) The peptide sequence is KALWIIFSQNMNIKL. The MHC is DRB1_0701 with pseudo-sequence DRB1_0701. The binding affinity (normalized) is 0.535. (3) The MHC is DRB1_0801 with pseudo-sequence DRB1_0801. The binding affinity (normalized) is 0.209. The peptide sequence is MMTGRMGERQLQKIE. (4) The peptide sequence is IGCAMLHWSLILPGI. The MHC is DRB1_0701 with pseudo-sequence DRB1_0701. The binding affinity (normalized) is 0.797. (5) The peptide sequence is APWLDLVRKLGVLAG. The MHC is DRB1_1201 with pseudo-sequence DRB1_1201. The binding affinity (normalized) is 0.478. (6) The peptide sequence is PANDKFTVFEAAFNDAIKE. The MHC is DRB4_0101 with pseudo-sequence DRB4_0103. The binding affinity (normalized) is 0.395. (7) The peptide sequence is DFLAKKGGEAMDTIS. The MHC is DRB1_1301 with pseudo-sequence DRB1_1301. The binding affinity (normalized) is 0.292. (8) The peptide sequence is AAEILRPTKRFPPALPIWAR. The MHC is DRB1_0404 with pseudo-sequence DRB1_0404. The binding affinity (normalized) is 0.235. (9) The peptide sequence is SYDLELSWNLNGLQAY. The MHC is DRB1_1302 with pseudo-sequence DRB1_1302. The binding affinity (normalized) is 0.681.